From a dataset of Reaction yield outcomes from USPTO patents with 853,638 reactions. Predict the reaction yield, written as a fraction of the theoretical maximum amount of product (1.0 means a 100% yield; for example, 0.34 means a 34% yield). (1) The reactants are Br[C:2]1[CH:10]=[CH:9][CH:8]=[C:7]2[C:3]=1[CH:4]=[CH:5][CH2:6]2.[C:11]1([C:20]2[CH:25]=[CH:24][CH:23]=[CH:22][CH:21]=2)[CH:16]=[CH:15][CH:14]=[CH:13][C:12]=1B(O)O.C(=O)([O-])[O-].[K+].[K+].O1CCOCC1. The catalyst is C1C=CC(P(C2C=CC=CC=2)C2C=CC=CC=2)=CC=1.C1C=CC(P(C2C=CC=CC=2)C2C=CC=CC=2)=CC=1.Cl[Pd]Cl.O. The product is [C:11]1([C:20]2[CH:21]=[CH:22][CH:23]=[CH:24][CH:25]=2)[CH:16]=[CH:15][CH:14]=[CH:13][C:12]=1[C:2]1[CH:10]=[CH:9][CH:8]=[C:7]2[C:3]=1[CH:4]=[CH:5][CH2:6]2. The yield is 0.910. (2) The reactants are [NH2:1][C:2]1[N:7]=[C:6]([C:8]2[C:9]([CH:30]3[CH2:32][CH2:31]3)=[N:10][C:11]([N:16]3[CH2:21][CH2:20][N:19]([C:22](=[O:26])[CH2:23][CH2:24][OH:25])[C@H:18]([CH:27]4[CH2:29][CH2:28]4)[CH2:17]3)=[C:12]([CH:15]=2)[C:13]#[N:14])[CH:5]=[C:4](Cl)[N:3]=1.[K].[F-].[Cs+].O1CCO[CH2:39][CH2:38]1. The catalyst is O.C1C=CC([P]([Pd]([P](C2C=CC=CC=2)(C2C=CC=CC=2)C2C=CC=CC=2)([P](C2C=CC=CC=2)(C2C=CC=CC=2)C2C=CC=CC=2)[P](C2C=CC=CC=2)(C2C=CC=CC=2)C2C=CC=CC=2)(C2C=CC=CC=2)C2C=CC=CC=2)=CC=1. The product is [NH2:1][C:2]1[N:7]=[C:6]([C:8]2[C:9]([CH:30]3[CH2:32][CH2:31]3)=[N:10][C:11]([N:16]3[CH2:21][CH2:20][N:19]([C:22](=[O:26])[CH2:23][CH2:24][OH:25])[C@H:18]([CH:27]4[CH2:29][CH2:28]4)[CH2:17]3)=[C:12]([CH:15]=2)[C:13]#[N:14])[CH:5]=[C:4]([CH:38]=[CH2:39])[N:3]=1. The yield is 0.700. (3) The reactants are [CH:1]([C:4]1[C:8]2[CH:9]=[CH:10][CH:11]=[CH:12][C:7]=2[O:6][C:5]=1[CH2:13][NH:14][CH3:15])([CH3:3])[CH3:2].[O:16]=[C:17]1[NH:26][C:25]2[N:24]=[CH:23][C:22](/[CH:27]=[CH:28]/[C:29]([OH:31])=O)=[CH:21][C:20]=2[CH2:19][CH2:18]1.ON1C2C=CC=CC=2N=N1.C(N(C(C)C)CC)(C)C.CN(C)CCCN=C=NCC. The catalyst is CN(C=O)C.O. The product is [CH:1]([C:4]1[C:8]2[CH:9]=[CH:10][CH:11]=[CH:12][C:7]=2[O:6][C:5]=1[CH2:13][N:14]([CH3:15])[C:29](=[O:31])/[CH:28]=[CH:27]/[C:22]1[CH:23]=[N:24][C:25]2[NH:26][C:17](=[O:16])[CH2:18][CH2:19][C:20]=2[CH:21]=1)([CH3:3])[CH3:2]. The yield is 0.170. (4) The reactants are [Br:1][C:2]1[CH:8]=[CH:7][C:5]([NH2:6])=[C:4]([CH3:9])[C:3]=1[F:10].[N:11]([O-])=O.[Na+].[OH-].[Na+]. The catalyst is CC(O)=O. The product is [Br:1][C:2]1[C:3]([F:10])=[C:4]2[C:5](=[CH:7][CH:8]=1)[NH:6][N:11]=[CH:9]2. The yield is 0.949. (5) The reactants are [ClH:1].[C:2]([C:4]1[C:5]([O:16][CH2:17][C@H:18]([OH:34])[CH2:19][NH:20][C:21]([CH3:33])([CH3:32])[CH2:22][CH:23]2[CH2:31][C:30]3[C:25](=[CH:26][CH:27]=[CH:28][CH:29]=3)[CH2:24]2)=[C:6]([CH2:10][CH2:11][CH2:12][C:13]([OH:15])=[O:14])[CH:7]=[CH:8][CH:9]=1)#[N:3].S(=O)(=O)(O)O.[CH2:40](O)[CH3:41]. No catalyst specified. The product is [ClH:1].[CH2:40]([O:14][C:13](=[O:15])[CH2:12][CH2:11][CH2:10][C:6]1[CH:7]=[CH:8][CH:9]=[C:4]([C:2]#[N:3])[C:5]=1[O:16][CH2:17][C@H:18]([OH:34])[CH2:19][NH:20][C:21]([CH3:32])([CH3:33])[CH2:22][CH:23]1[CH2:24][C:25]2[C:30](=[CH:29][CH:28]=[CH:27][CH:26]=2)[CH2:31]1)[CH3:41]. The yield is 0.770. (6) The product is [CH3:12][C:9]([NH:8][C:5]1[CH:6]=[CH:7][C:2]([C:21]2[CH:20]=[N:19][C:18]([NH2:17])=[N:23][CH:22]=2)=[CH:3][C:4]=1[N+:14]([O-:16])=[O:15])([CH3:13])[CH2:10][CH3:11]. The catalyst is CN(C=O)C.O.CCOC(C)=O.C1C=CC([P]([Pd]([P](C2C=CC=CC=2)(C2C=CC=CC=2)C2C=CC=CC=2)([P](C2C=CC=CC=2)(C2C=CC=CC=2)C2C=CC=CC=2)[P](C2C=CC=CC=2)(C2C=CC=CC=2)C2C=CC=CC=2)(C2C=CC=CC=2)C2C=CC=CC=2)=CC=1. The yield is 0.820. The reactants are Br[C:2]1[CH:7]=[CH:6][C:5]([NH:8][C:9]([CH3:13])([CH3:12])[CH2:10][CH3:11])=[C:4]([N+:14]([O-:16])=[O:15])[CH:3]=1.[NH2:17][C:18]1[N:23]=[CH:22][C:21](B2OC(C)(C)C(C)(C)O2)=[CH:20][N:19]=1.C([O-])([O-])=O.[K+].[K+].